Dataset: Catalyst prediction with 721,799 reactions and 888 catalyst types from USPTO. Task: Predict which catalyst facilitates the given reaction. Reactant: [CH2:1]([N:3]([CH2:11][C:12]1[CH:13]=[N:14][CH:15]=[C:16]([C:19]2[CH:20]=[C:21]3[C:25](=[CH:26][CH:27]=2)[N:24]([CH:28]2[CH2:33][CH2:32][CH2:31][CH2:30][O:29]2)[N:23]=[C:22]3[C:34]2[NH:35][C:36]([C:39]([NH:41][CH2:42][C:43]3[CH:44]=N[CH:46]=[CH:47][CH:48]=3)=[O:40])=[CH:37][N:38]=2)[C:17]=1[CH3:18])[C:4](=[O:10])[O:5][C:6]([CH3:9])([CH3:8])[CH3:7])[CH3:2].[C:49](OC(N(CC1C(C)=C(C2C=C3C(=CC=2)N(C2CCCCO2)N=C3C2NC(C(O)=O)=CN=2)C=NC=1)CC)=O)(C)(C)[CH3:50].[CH:90](N(C(C)C)CC)(C)C.C1C2C(CCCC2)CCN1.CN(C(ON1N=NC2C=CC=NC1=2)=[N+](C)C)C.F[P-](F)(F)(F)(F)F. Product: [CH2:1]([N:3]([CH2:11][C:12]1[CH:13]=[N:14][CH:15]=[C:16]([C:19]2[CH:20]=[C:21]3[C:25](=[CH:26][CH:27]=2)[N:24]([CH:28]2[CH2:33][CH2:32][CH2:31][CH2:30][O:29]2)[N:23]=[C:22]3[C:34]2[NH:35][C:36]([C:39]([N:41]3[CH2:50][CH2:49][CH:44]4[CH:43]([CH2:48][CH2:47][CH2:46][CH2:90]4)[CH2:42]3)=[O:40])=[CH:37][N:38]=2)[C:17]=1[CH3:18])[C:4](=[O:10])[O:5][C:6]([CH3:8])([CH3:7])[CH3:9])[CH3:2]. The catalyst class is: 2.